Dataset: Catalyst prediction with 721,799 reactions and 888 catalyst types from USPTO. Task: Predict which catalyst facilitates the given reaction. (1) Reactant: [NH:1]1[CH2:6][CH2:5][NH:4][CH2:3][CH2:2]1.[F:7][C:8]1[CH:9]=[C:10]2[C:15](=[CH:16][C:17]=1[F:18])[N:14]=[C:13](Cl)[C:12]([Cl:20])=[N:11]2. Product: [Cl:20][C:12]1[C:13]([N:1]2[CH2:6][CH2:5][NH:4][CH2:3][CH2:2]2)=[N:14][C:15]2[C:10](=[CH:9][C:8]([F:7])=[C:17]([F:18])[CH:16]=2)[N:11]=1. The catalyst class is: 14. (2) Reactant: Cl.[NH2:2][CH2:3][C:4]1([CH3:25])[CH2:8][CH2:7][N:6]([CH2:9][CH2:10][C:11]2[C:20]3[C:15](=[CH:16][CH:17]=[C:18]([O:21][CH3:22])[CH:19]=3)[N:14]=[CH:13][C:12]=2[C:23]#[N:24])[CH2:5]1.[O:26]=[C:27]1[CH2:32][S:31][C:30]2[CH:33]=[CH:34][C:35]([CH:37]=O)=[N:36][C:29]=2[NH:28]1. Product: [CH3:25][C:4]1([CH2:3][NH:2][CH2:37][C:35]2[CH:34]=[CH:33][C:30]3[S:31][CH2:32][C:27](=[O:26])[NH:28][C:29]=3[N:36]=2)[CH2:8][CH2:7][N:6]([CH2:9][CH2:10][C:11]2[C:20]3[C:15](=[CH:16][CH:17]=[C:18]([O:21][CH3:22])[CH:19]=3)[N:14]=[CH:13][C:12]=2[C:23]#[N:24])[CH2:5]1. The catalyst class is: 100. (3) Reactant: Cl[C:2]1[C:11]2[C:6](=[C:7]([N+:12]([O-:14])=[O:13])[CH:8]=[CH:9][CH:10]=2)[N:5]=[C:4]([CH3:15])[N:3]=1.[C:16]([NH2:20])([CH3:19])([CH3:18])[CH3:17]. Product: [C:16]([NH:20][C:2]1[C:11]2[C:6](=[C:7]([N+:12]([O-:14])=[O:13])[CH:8]=[CH:9][CH:10]=2)[N:5]=[C:4]([CH3:15])[N:3]=1)([CH3:19])([CH3:18])[CH3:17]. The catalyst class is: 17. (4) Product: [CH3:1][C:2]1[N:3]([S:13]([C:16]2[CH:17]=[CH:18][C:19]([CH3:20])=[CH:21][CH:22]=2)(=[O:14])=[O:15])[C:4]2[C:9]([C:10]=1[CH2:11][OH:12])=[CH:8][CH:7]=[CH:6][CH:5]=2. The catalyst class is: 5. Reactant: [CH3:1][C:2]1[N:3]([S:13]([C:16]2[CH:22]=[CH:21][C:19]([CH3:20])=[CH:18][CH:17]=2)(=[O:15])=[O:14])[C:4]2[C:9]([C:10]=1[CH:11]=[O:12])=[CH:8][CH:7]=[CH:6][CH:5]=2.[BH4-].[Na+]. (5) Reactant: [CH3:1][NH:2][CH3:3].C1COCC1.[NH2:9][C:10]1[N:15]=[CH:14][N:13]=[C:12]2[N:16]([CH:20]([C:22]3[C:23]([O:39][CH3:40])=[C:24]([C:30]4[CH:35]=[CH:34][N:33]=[C:32]([C:36](O)=[O:37])[CH:31]=4)[C:25]([CH3:29])=[C:26]([Cl:28])[CH:27]=3)[CH3:21])[N:17]=[C:18]([CH3:19])[C:11]=12.F[P-](F)(F)(F)(F)F.N1(O[P+](N(C)C)(N(C)C)N(C)C)C2C=CC=CC=2N=N1.C(N(CC)CC)C. Product: [NH2:9][C:10]1[N:15]=[CH:14][N:13]=[C:12]2[N:16]([CH:20]([C:22]3[C:23]([O:39][CH3:40])=[C:24]([C:30]4[CH:35]=[CH:34][N:33]=[C:32]([C:36]([N:2]([CH3:3])[CH3:1])=[O:37])[CH:31]=4)[C:25]([CH3:29])=[C:26]([Cl:28])[CH:27]=3)[CH3:21])[N:17]=[C:18]([CH3:19])[C:11]=12. The catalyst class is: 9.